From a dataset of Catalyst prediction with 721,799 reactions and 888 catalyst types from USPTO. Predict which catalyst facilitates the given reaction. The catalyst class is: 146. Product: [O:6]=[C:7]1[NH:21][C:16]2[C:15]([C:17]([O:19][CH3:20])=[O:18])=[CH:14][CH:13]=[CH:12][C:11]=2[CH2:10][CH2:9][CH2:8]1. Reactant: OS(O)(=O)=O.[O:6]=[C:7]1[C:16]2[C:15]([C:17]([O:19][CH3:20])=[O:18])=[CH:14][CH:13]=[CH:12][C:11]=2[CH2:10][CH2:9][CH2:8]1.[N-:21]=[N+]=[N-].[Na+].C(=O)([O-])[O-].[K+].[K+].[OH-].[K+].